From a dataset of Full USPTO retrosynthesis dataset with 1.9M reactions from patents (1976-2016). Predict the reactants needed to synthesize the given product. (1) Given the product [CH2:1]([C:3]1[C:8]([NH2:9])=[CH:7][C:6]([CH3:12])=[C:5]([C:13]2[CH:18]=[CH:17][C:16]([O:19][C:20]([F:22])([F:23])[F:21])=[CH:15][C:14]=2[O:24][CH3:25])[N:4]=1)[CH3:2], predict the reactants needed to synthesize it. The reactants are: [CH2:1]([C:3]1[C:8]([N+:9]([O-])=O)=[CH:7][C:6]([CH3:12])=[C:5]([C:13]2[CH:18]=[CH:17][C:16]([O:19][C:20]([F:23])([F:22])[F:21])=[CH:15][C:14]=2[O:24][CH3:25])[N:4]=1)[CH3:2]. (2) Given the product [Cl:1][C:2]1[N:11]=[C:10]2[C:5]([C:6]([CH3:14])([CH3:13])[CH2:7][CH2:8][NH:9]2)=[CH:4][CH:3]=1, predict the reactants needed to synthesize it. The reactants are: [Cl:1][C:2]1[N:11]=[C:10]2[C:5]([C:6]([CH3:14])([CH3:13])[CH2:7][C:8](=O)[NH:9]2)=[CH:4][CH:3]=1.B(F)(F)F.CCOCC.[BH4-].[Na+].Cl.C(=O)(O)[O-].[Na+]. (3) Given the product [N+:1]([C:4]1[CH:8]=[CH:7][N:6]([CH2:14][CH2:13][CH2:12][OH:15])[N:5]=1)([O-:3])=[O:2], predict the reactants needed to synthesize it. The reactants are: [N+:1]([C:4]1[CH:8]=[CH:7][NH:6][N:5]=1)([O-:3])=[O:2].[H-].[Na+].Br[CH:12]([OH:15])[CH2:13][CH3:14]. (4) The reactants are: [F:1][CH:2]([F:24])[C:3]1[N:8]2[N:9]=[CH:10][C:11]([C:12]#[CH:13])=[C:7]2[N:6]=[C:5]([C:14]2[CH:19]=[CH:18][C:17]([C:20]([F:23])([F:22])[F:21])=[CH:16][CH:15]=2)[CH:4]=1.Br[C:26]1[CH:27]=[C:28]([S:32]([NH:35][CH2:36][CH2:37][OH:38])(=[O:34])=[O:33])[CH:29]=[CH:30][CH:31]=1. Given the product [F:24][CH:2]([F:1])[C:3]1[N:8]2[N:9]=[CH:10][C:11]([C:12]#[C:13][C:26]3[CH:27]=[C:28]([S:32]([NH:35][CH2:36][CH2:37][OH:38])(=[O:33])=[O:34])[CH:29]=[CH:30][CH:31]=3)=[C:7]2[N:6]=[C:5]([C:14]2[CH:19]=[CH:18][C:17]([C:20]([F:23])([F:22])[F:21])=[CH:16][CH:15]=2)[CH:4]=1, predict the reactants needed to synthesize it. (5) Given the product [ClH:17].[CH3:14][O:12][C:11](=[O:13])[C@@H:9]([NH2:10])[CH2:8][S:7][C:1]1[CH:2]=[CH:3][CH:4]=[CH:5][CH:6]=1, predict the reactants needed to synthesize it. The reactants are: [C:1]1([S:7][CH2:8][C@@H:9]([C:11]([OH:13])=[O:12])[NH2:10])[CH:6]=[CH:5][CH:4]=[CH:3][CH:2]=1.[C:14]([Cl:17])(=O)C. (6) Given the product [CH2:1]([CH:8]1[O:12][C:11](=[O:13])[C:10]([CH:15]([C:16]2[CH:21]=[CH:20][CH:19]=[CH:18][CH:17]=2)[C:24]2[NH:23][C:31]3[C:26]([C:25]=2[CH2:32][CH2:33][N:34]([CH3:38])[C:35](=[O:37])[CH3:36])=[CH:27][CH:28]=[CH:29][CH:30]=3)=[C:9]1[OH:14])[C:2]1[CH:3]=[CH:4][CH:5]=[CH:6][CH:7]=1, predict the reactants needed to synthesize it. The reactants are: [CH2:1]([CH:8]1[O:12][C:11](=[O:13])[CH:10]=[C:9]1[OH:14])[C:2]1[CH:7]=[CH:6][CH:5]=[CH:4][CH:3]=1.[CH:15](=O)[C:16]1[CH:21]=[CH:20][CH:19]=[CH:18][CH:17]=1.[NH:23]1[C:31]2[C:26](=[CH:27][CH:28]=[CH:29][CH:30]=2)[C:25]([CH2:32][CH2:33][N:34]([CH3:38])[C:35](=[O:37])[CH3:36])=[CH:24]1. (7) Given the product [Cl:22][C:23]1[CH:37]=[C:36]([NH2:38])[CH:35]=[C:25]([N:26]([C:28]2[CH:29]=[CH:30][C:31]([Cl:34])=[CH:32][CH:33]=2)[CH3:27])[CH:24]=1, predict the reactants needed to synthesize it. The reactants are: BrC1C=C(C=C(C(C2C=CC=C(OC(F)F)C=2)(C)C)C=1)N.[Cl:22][C:23]1[CH:24]=[C:25]([CH:35]=[C:36]([N+:38]([O-])=O)[CH:37]=1)[N:26]([C:28]1[CH:33]=[CH:32][C:31]([Cl:34])=[CH:30][CH:29]=1)[CH3:27].